This data is from NCI-60 drug combinations with 297,098 pairs across 59 cell lines. The task is: Regression. Given two drug SMILES strings and cell line genomic features, predict the synergy score measuring deviation from expected non-interaction effect. Drug 1: CC1=C(C=C(C=C1)C(=O)NC2=CC(=CC(=C2)C(F)(F)F)N3C=C(N=C3)C)NC4=NC=CC(=N4)C5=CN=CC=C5. Drug 2: COCCOC1=C(C=C2C(=C1)C(=NC=N2)NC3=CC=CC(=C3)C#C)OCCOC.Cl. Cell line: MDA-MB-231. Synergy scores: CSS=0.705, Synergy_ZIP=0.445, Synergy_Bliss=0.709, Synergy_Loewe=-2.03, Synergy_HSA=-1.48.